From a dataset of Catalyst prediction with 721,799 reactions and 888 catalyst types from USPTO. Predict which catalyst facilitates the given reaction. (1) Reactant: [Cl:1][C:2]1[C:3]([F:13])=[C:4]([CH:8]=[C:9]([F:12])[C:10]=1[F:11])[C:5]([OH:7])=[O:6].[C:14](Cl)(=O)[C:15](Cl)=O.C(O)C. The catalyst class is: 120. Product: [CH2:14]([O:6][C:5](=[O:7])[C:4]1[CH:8]=[C:9]([F:12])[C:10]([F:11])=[C:2]([Cl:1])[C:3]=1[F:13])[CH3:15]. (2) Reactant: OC1C(=O)NN=C(CCC2C=CC=CC=2)C=1.[CH2:17]([O:24][C:25]1[N:26]=[N:27][C:28]([C:39]#[C:40][C:41]2[CH:46]=[CH:45][C:44]([C:47]([F:50])([F:49])[F:48])=[C:43]([Cl:51])[CH:42]=2)=[CH:29][C:30]=1[O:31][CH2:32][C:33]1[CH:38]=[CH:37][CH:36]=[CH:35][CH:34]=1)[C:18]1[CH:23]=[CH:22][CH:21]=[CH:20][CH:19]=1. Product: [CH2:17]([O:24][C:25]1[N:26]=[N:27][C:28]([CH2:39][CH2:40][C:41]2[CH:46]=[CH:45][C:44]([C:47]([F:49])([F:48])[F:50])=[C:43]([Cl:51])[CH:42]=2)=[CH:29][C:30]=1[O:31][CH2:32][C:33]1[CH:34]=[CH:35][CH:36]=[CH:37][CH:38]=1)[C:18]1[CH:23]=[CH:22][CH:21]=[CH:20][CH:19]=1. The catalyst class is: 1. (3) Reactant: [NH2:1][C:2]1[CH:7]=[CH:6][CH:5]=[CH:4][CH:3]=1.[C:8]1(=O)[CH2:12][CH2:11][CH2:10][CH2:9]1.C[Si]([C:18]#[N:19])(C)C. Product: [C:2]1([NH:1][C:8]2([C:18]#[N:19])[CH2:12][CH2:11][CH2:10][CH2:9]2)[CH:7]=[CH:6][CH:5]=[CH:4][CH:3]=1. The catalyst class is: 15.